Dataset: Forward reaction prediction with 1.9M reactions from USPTO patents (1976-2016). Task: Predict the product of the given reaction. (1) Given the reactants [Cl:1][C:2]1[CH:3]=[CH:4][C:5]2[N:6](C(C3C=CC(N(C)C)=CC=3)=C[N:10]=2)[N:7]=1.[OH-].[NH4+].[CH2:22](O)C, predict the reaction product. The product is: [Cl:1][C:2]1[N:7]=[N:6][C:5]([NH2:10])=[CH:4][C:3]=1[CH3:22]. (2) Given the reactants [C:1]([C:3]1[CH:8]=[CH:7][C:6]([O:9][C:10]2[CH:15]=[CH:14][CH:13]=[CH:12][CH:11]=2)=[CH:5][CH:4]=1)#[CH:2].[N:16]([C:19]1[CH:24]=[CH:23][C:22]([CH2:25][C@H:26]([NH:30]C(OC(C)(C)C)=O)[C:27]([OH:29])=[O:28])=[CH:21][CH:20]=1)=[N+:17]=[N-:18].Cl, predict the reaction product. The product is: [NH2:30][C@@H:26]([CH2:25][C:22]1[CH:23]=[CH:24][C:19]([N:16]2[CH:2]=[C:1]([C:3]3[CH:8]=[CH:7][C:6]([O:9][C:10]4[CH:15]=[CH:14][CH:13]=[CH:12][CH:11]=4)=[CH:5][CH:4]=3)[N:18]=[N:17]2)=[CH:20][CH:21]=1)[C:27]([OH:29])=[O:28].